Dataset: Forward reaction prediction with 1.9M reactions from USPTO patents (1976-2016). Task: Predict the product of the given reaction. Given the reactants C([O:4][CH2:5][C:6]1[C:7]([N:27]2[N:36]=[CH:35][C:34]3[C:29](=[C:30]([F:41])[CH:31]=[C:32]([C:37]([CH3:40])([CH3:39])[CH3:38])[CH:33]=3)[C:28]2=[O:42])=[N:8][CH:9]=[CH:10][C:11]=1[C:12]1[CH:17]=[C:16]([NH:18][C:19]2[CH:23]=[C:22]([CH3:24])[O:21][N:20]=2)[C:15](=[O:25])[N:14]([CH3:26])[CH:13]=1)(=O)C.O.[OH-].[Li+], predict the reaction product. The product is: [C:37]([C:32]1[CH:33]=[C:34]2[C:29](=[C:30]([F:41])[CH:31]=1)[C:28](=[O:42])[N:27]([C:7]1[C:6]([CH2:5][OH:4])=[C:11]([C:12]3[CH:17]=[C:16]([NH:18][C:19]4[CH:23]=[C:22]([CH3:24])[O:21][N:20]=4)[C:15](=[O:25])[N:14]([CH3:26])[CH:13]=3)[CH:10]=[CH:9][N:8]=1)[N:36]=[CH:35]2)([CH3:40])([CH3:38])[CH3:39].